Dataset: Catalyst prediction with 721,799 reactions and 888 catalyst types from USPTO. Task: Predict which catalyst facilitates the given reaction. Reactant: [CH3:1][O:2][C:3]([C:5]1[CH:14]=[C:13]2[C:8]([CH:9]=[CH:10][C:11]([C:15]([F:18])([F:17])[F:16])=[N:12]2)=[C:7]([OH:19])[C:6]=1[N+:20]([O-:22])=[O:21])=[O:4].[CH3:23]N(C)C1C2C(=CC=CC=2N(C)C)C=CC=1.C[O+](C)C.F[B-](F)(F)F. Product: [CH3:1][O:2][C:3]([C:5]1[CH:14]=[C:13]2[C:8]([CH:9]=[CH:10][C:11]([C:15]([F:17])([F:18])[F:16])=[N:12]2)=[C:7]([O:19][CH3:23])[C:6]=1[N+:20]([O-:22])=[O:21])=[O:4]. The catalyst class is: 2.